Dataset: Reaction yield outcomes from USPTO patents with 853,638 reactions. Task: Predict the reaction yield, written as a fraction of the theoretical maximum amount of product (1.0 means a 100% yield; for example, 0.34 means a 34% yield). The product is [CH2:19]([O:18][CH2:14][C@H:15]([OH:17])[CH2:16][O:12][C:11]1[C:2]([Br:1])=[C:3]2[C:8](=[CH:9][CH:10]=1)[N:7]=[C:6]([CH3:13])[CH:5]=[CH:4]2)[C:20]1[CH:25]=[CH:24][CH:23]=[CH:22][CH:21]=1. The yield is 0.730. The reactants are [Br:1][C:2]1[C:11]([OH:12])=[CH:10][CH:9]=[C:8]2[C:3]=1[CH:4]=[CH:5][C:6]([CH3:13])=[N:7]2.[CH2:14]([O:18][CH2:19][C:20]1[CH:25]=[CH:24][CH:23]=[CH:22][CH:21]=1)[C@@H:15]1[O:17][CH2:16]1.C(N(CC)CC)C.O. The catalyst is CC(N(C)C)=O.